Task: Predict the reactants needed to synthesize the given product.. Dataset: Full USPTO retrosynthesis dataset with 1.9M reactions from patents (1976-2016) (1) Given the product [Br:1][C:2]1[CH:3]=[CH:4][C:5]([C:8]2[NH:38][C:11]([CH:12]([C:20]3[CH:21]=[CH:22][C:23]([S:26]([CH:29]4[CH2:31][CH2:30]4)(=[O:27])=[O:28])=[CH:24][CH:25]=3)[CH2:13][CH:14]3[CH2:15][CH2:16][O:17][CH2:18][CH2:19]3)=[CH:10][CH:9]=2)=[N:6][CH:7]=1, predict the reactants needed to synthesize it. The reactants are: [Br:1][C:2]1[CH:3]=[CH:4][C:5]([C:8](=O)[CH2:9][CH2:10][C:11](=O)[CH:12]([C:20]2[CH:25]=[CH:24][C:23]([S:26]([CH:29]3[CH2:31][CH2:30]3)(=[O:28])=[O:27])=[CH:22][CH:21]=2)[CH2:13][CH:14]2[CH2:19][CH2:18][O:17][CH2:16][CH2:15]2)=[N:6][CH:7]=1.C([O-])(=O)C.[NH4+:38]. (2) Given the product [CH2:1]([O:8][CH:9]([CH2:20][NH:21][C:22]([O:24][C:25]([CH3:28])([CH3:27])[CH3:26])=[O:23])[C:10]([OH:12])=[O:11])[C:2]1[CH:3]=[CH:4][CH:5]=[CH:6][CH:7]=1, predict the reactants needed to synthesize it. The reactants are: [CH2:1]([O:8][CH:9]([CH2:20][NH:21][C:22]([O:24][C:25]([CH3:28])([CH3:27])[CH3:26])=[O:23])[C:10]([O:12]CC1C=CC=CC=1)=[O:11])[C:2]1[CH:7]=[CH:6][CH:5]=[CH:4][CH:3]=1.[OH-].[Na+].Cl. (3) Given the product [Cl:26][C:23]1[CH:22]=[CH:21][C:20]([C:19]2[C:14]([C:12]3[CH:11]=[CH:10][NH:9][N:8]=3)=[C:15]([CH3:28])[N:16]=[N:17][C:18]=2[CH3:27])=[CH:25][CH:24]=1, predict the reactants needed to synthesize it. The reactants are: [H-].[Na+].CN(C=O)C.[NH:8]1[CH:12]=[CH:11][CH:10]=[N:9]1.Cl[C:14]1[C:19]([C:20]2[CH:25]=[CH:24][C:23]([Cl:26])=[CH:22][CH:21]=2)=[C:18]([CH3:27])[N:17]=[N:16][C:15]=1[CH3:28]. (4) Given the product [F:25][C:2]1([F:1])[O:6][C:5]2[CH:7]=[CH:8][C:9]([N:11]3[CH:16]=[CH:15][C:14](=[O:17])[C:13]([C:18]4[N:36]([C:34]5[CH:33]=[CH:32][C:31]6[O:26][CH2:27][CH2:28][O:29][C:30]=6[CH:35]=5)[N:37]=[CH:20][CH:19]=4)=[N:12]3)=[CH:10][C:4]=2[O:3]1, predict the reactants needed to synthesize it. The reactants are: [F:1][C:2]1([F:25])[O:6][C:5]2[CH:7]=[CH:8][C:9]([N:11]3[CH:16]=[CH:15][C:14](=[O:17])[C:13]([C:18](=O)/[CH:19]=[CH:20]/N(C)C)=[N:12]3)=[CH:10][C:4]=2[O:3]1.[O:26]1[C:31]2[CH:32]=[CH:33][C:34]([NH:36][NH2:37])=[CH:35][C:30]=2[O:29][CH2:28][CH2:27]1. (5) Given the product [CH3:1][C:2]1[CH:7]=[CH:6][C:5]([S:8]([O:31][CH2:30][CH2:29][CH:27]2[CH2:28][C:24]([CH2:22][CH3:23])([CH2:33][CH3:34])[C:25](=[O:32])[O:26]2)(=[O:10])=[O:9])=[CH:4][CH:3]=1, predict the reactants needed to synthesize it. The reactants are: [CH3:1][C:2]1[CH:7]=[CH:6][C:5]([S:8](OCCC2CC(C)(C)C(=O)O2)(=[O:10])=[O:9])=[CH:4][CH:3]=1.[CH2:22]([C:24]1([CH2:33][CH3:34])[CH2:28][CH:27]([CH2:29][CH2:30][OH:31])[O:26][C:25]1=[O:32])[CH3:23].OCCC1OC(=O)C(C)(C)C1.